From a dataset of Catalyst prediction with 721,799 reactions and 888 catalyst types from USPTO. Predict which catalyst facilitates the given reaction. (1) Reactant: [CH3:1][O:2][C:3](=[O:24])[C@@H:4]([NH:7][C:8](=[O:23])[C:9]1[CH:14]=[CH:13][C:12]([C:15]#[C:16][C:17]2[CH:22]=[CH:21][CH:20]=[CH:19][CH:18]=2)=[CH:11][CH:10]=1)[CH2:5][NH2:6].Cl.CCN(C(C)C)C(C)C.[Br:35][CH2:36][C:37](Br)=[O:38]. Product: [CH3:1][O:2][C:3](=[O:24])[C@@H:4]([NH:7][C:8](=[O:23])[C:9]1[CH:14]=[CH:13][C:12]([C:15]#[C:16][C:17]2[CH:18]=[CH:19][CH:20]=[CH:21][CH:22]=2)=[CH:11][CH:10]=1)[CH2:5][NH:6][C:37](=[O:38])[CH2:36][Br:35]. The catalyst class is: 2. (2) Product: [C:32]([O:19][C:20]1[CH:29]=[C:28]2[C:23]([C:24]([CH3:31])=[CH:25][C:26](=[O:30])[O:27]2)=[CH:22][CH:21]=1)(=[O:39])[C:33]1[CH:38]=[CH:37][CH:36]=[CH:35][CH:34]=1. Reactant: O1C2C(=CC=CC=2)C=CC1=O.C(N(CC)CC)C.[OH:19][C:20]1[CH:29]=[C:28]2[C:23]([C:24]([CH3:31])=[CH:25][C:26](=[O:30])[O:27]2)=[CH:22][CH:21]=1.[C:32](Cl)(=[O:39])[C:33]1[CH:38]=[CH:37][CH:36]=[CH:35][CH:34]=1. The catalyst class is: 1. (3) Reactant: [C:1]([O:5][C:6](=[O:15])[C:7]1[CH:12]=[C:11]([Cl:13])[N:10]=[C:9](Cl)[CH:8]=1)([CH3:4])([CH3:3])[CH3:2].CN1C(=O)CCC1.[CH2:23]([Mg]Cl)[CH:24]([CH3:26])[CH3:25]. Product: [C:1]([O:5][C:6](=[O:15])[C:7]1[CH:8]=[C:9]([CH2:23][CH:24]([CH3:26])[CH3:25])[N:10]=[C:11]([Cl:13])[CH:12]=1)([CH3:2])([CH3:3])[CH3:4]. The catalyst class is: 1. (4) Reactant: [N+:1]([C:4]1[CH:38]=[CH:37][C:7]([O:8][C:9]2[CH:10]=[C:11]([N:15]([CH2:23][C:24]3[CH:29]=[CH:28][CH:27]=[C:26]([O:30][C:31]([F:36])([F:35])[CH:32]([F:34])[F:33])[CH:25]=3)[CH2:16][CH:17]([OH:22])[C:18]([F:21])([F:20])[F:19])[CH:12]=[CH:13][CH:14]=2)=[CH:6][CH:5]=1)([O-])=O.[H][H].[CH2:41](O)[CH3:42]. Product: [NH2:1][C:4]1[CH:5]=[CH:6][C:7]([O:8][C:9]2[CH:10]=[C:11]([N:15]([CH2:23][C:24]3[CH:29]=[CH:28][CH:27]=[C:26]([O:30][C:31]([F:35])([F:36])[CH:32]([F:33])[F:34])[CH:25]=3)[CH2:16][CH:17]([OH:22])[C:18]([F:21])([F:20])[F:19])[CH:12]=[CH:13][CH:14]=2)=[CH:37][CH:38]=1.[CH2:41]([NH:1][C:4]1[CH:38]=[CH:37][C:7]([O:8][C:9]2[CH:10]=[C:11]([N:15]([CH2:23][C:24]3[CH:29]=[CH:28][CH:27]=[C:26]([O:30][C:31]([F:36])([F:35])[CH:32]([F:34])[F:33])[CH:25]=3)[CH2:16][CH:17]([OH:22])[C:18]([F:21])([F:20])[F:19])[CH:12]=[CH:13][CH:14]=2)=[CH:6][CH:5]=1)[CH3:42]. The catalyst class is: 45.